Predict the reactants needed to synthesize the given product. From a dataset of Full USPTO retrosynthesis dataset with 1.9M reactions from patents (1976-2016). (1) Given the product [CH2:39]([S:38][C:25]1([CH2:24][NH:23][C:12]([C:9]2[NH:10][C:11]3[C:7]([CH:8]=2)=[CH:6][CH:5]=[CH:4][C:3]=3[N:2]([CH3:1])[S:15]([C:18]2[S:19][CH:20]=[CH:21][CH:22]=2)(=[O:16])=[O:17])=[O:13])[CH2:26][CH2:27][N:28]([C:31]([O:33][C:34]([CH3:37])([CH3:36])[CH3:35])=[O:32])[CH2:29][CH2:30]1)[C:40]1[CH:41]=[CH:42][CH:43]=[CH:44][CH:45]=1, predict the reactants needed to synthesize it. The reactants are: [CH3:1][N:2]([S:15]([C:18]1[S:19][CH:20]=[CH:21][CH:22]=1)(=[O:17])=[O:16])[C:3]1[CH:4]=[CH:5][CH:6]=[C:7]2[C:11]=1[NH:10][C:9]([C:12](O)=[O:13])=[CH:8]2.[NH2:23][CH2:24][C:25]1([S:38][CH2:39][C:40]2[CH:45]=[CH:44][CH:43]=[CH:42][CH:41]=2)[CH2:30][CH2:29][N:28]([C:31]([O:33][C:34]([CH3:37])([CH3:36])[CH3:35])=[O:32])[CH2:27][CH2:26]1.N1(O)C2C=CC=CC=2N=N1.Cl.CN(C)CCCN=C=NCC.C(=O)([O-])O.[Na+]. (2) Given the product [CH2:13]([O:15][C:16]([CH:17]([O:5][C:4](=[O:6])[C:3]1[CH:7]=[CH:8][CH:9]=[CH:10][C:2]=1[F:1])[C:18](=[O:25])[C:19]1[CH:24]=[CH:23][CH:22]=[CH:21][CH:20]=1)=[O:27])[CH3:14], predict the reactants needed to synthesize it. The reactants are: [F:1][C:2]1[CH:10]=[CH:9][CH:8]=[CH:7][C:3]=1[C:4]([OH:6])=[O:5].[H-].[Na+].[CH2:13]([O:15][C:16](=[O:27])[CH:17](Cl)[C:18](=[O:25])[C:19]1[CH:24]=[CH:23][CH:22]=[CH:21][CH:20]=1)[CH3:14]. (3) Given the product [NH2:8][C:9]1[C:10]([I:23])=[C:11]([C:20]([NH:24][CH2:25][CH:26]([OH:29])[CH2:27][OH:28])=[O:21])[C:12]([I:19])=[C:13]([C:17]=1[I:18])[C:14]([NH:30][CH:31]([CH2:34][OH:35])[CH2:32][OH:33])=[O:15], predict the reactants needed to synthesize it. The reactants are: C(N(CC)CC)C.[NH2:8][C:9]1[C:10]([I:23])=[C:11]([C:20](Cl)=[O:21])[C:12]([I:19])=[C:13]([C:17]=1[I:18])[C:14](Cl)=[O:15].[NH2:24][CH2:25][CH:26]([OH:29])[CH2:27][OH:28].[NH2:30][CH:31]([CH2:34][OH:35])[CH2:32][OH:33]. (4) Given the product [Cl:1][C:2]1[CH:3]=[C:4]([C:13]2[N:17]([C:18]3[CH:19]=[N:20][CH:21]=[CH:22][CH:23]=3)[N:16]=[C:15]([C:24]([N:29]3[CH2:30][CH2:31][S:27][CH2:28]3)=[O:26])[CH:14]=2)[CH:5]=[C:6]([O:8][C:9]([F:11])([F:12])[F:10])[CH:7]=1, predict the reactants needed to synthesize it. The reactants are: [Cl:1][C:2]1[CH:3]=[C:4]([C:13]2[N:17]([C:18]3[CH:19]=[N:20][CH:21]=[CH:22][CH:23]=3)[N:16]=[C:15]([C:24]([OH:26])=O)[CH:14]=2)[CH:5]=[C:6]([O:8][C:9]([F:12])([F:11])[F:10])[CH:7]=1.[S:27]1[CH2:31][CH2:30][NH:29][CH2:28]1. (5) The reactants are: [F:1][C:2]1[CH:3]=[C:4]([CH:14]([CH3:18])[C:15]([OH:17])=O)[CH:5]=[CH:6][C:7]=1[CH2:8][NH:9][S:10]([CH3:13])(=[O:12])=[O:11].[C:19]([C:23]1[CH:24]=[CH:25][C:26]([CH2:36][NH2:37])=[C:27]([C:29]2[CH:34]=[CH:33][CH:32]=[C:31]([CH3:35])[CH:30]=2)[CH:28]=1)([CH3:22])([CH3:21])[CH3:20].CN(C)CCCN=C=NCC.ON1C2C=CC=CC=2N=N1.C(N(CC)CC)C. Given the product [C:19]([C:23]1[CH:24]=[CH:25][C:26]([CH2:36][NH:37][C:15](=[O:17])[CH:14]([C:4]2[CH:5]=[CH:6][C:7]([CH2:8][NH:9][S:10]([CH3:13])(=[O:11])=[O:12])=[C:2]([F:1])[CH:3]=2)[CH3:18])=[C:27]([C:29]2[CH:34]=[CH:33][CH:32]=[C:31]([CH3:35])[CH:30]=2)[CH:28]=1)([CH3:22])([CH3:20])[CH3:21], predict the reactants needed to synthesize it. (6) Given the product [Si:1]([O:8][CH2:9][CH2:10][O:11][C:12]1[C:17]([CH3:18])=[CH:16][C:15]([C:19]2[NH:28][C:27](=[O:29])[C:26]3[C:21](=[CH:22][CH:23]=[C:24]([CH2:30][N:37]4[CH2:38][CH2:39][N:34]([CH3:33])[CH2:35][CH2:36]4)[CH:25]=3)[N:20]=2)=[CH:14][C:13]=1[CH3:32])([C:4]([CH3:7])([CH3:6])[CH3:5])([CH3:3])[CH3:2], predict the reactants needed to synthesize it. The reactants are: [Si:1]([O:8][CH2:9][CH2:10][O:11][C:12]1[C:17]([CH3:18])=[CH:16][C:15]([C:19]2[NH:28][C:27](=[O:29])[C:26]3[C:21](=[CH:22][CH:23]=[C:24]([CH:30]=O)[CH:25]=3)[N:20]=2)=[CH:14][C:13]=1[CH3:32])([C:4]([CH3:7])([CH3:6])[CH3:5])([CH3:3])[CH3:2].[CH3:33][N:34]1[CH2:39][CH2:38][NH:37][CH2:36][CH2:35]1.[BH-](OC(C)=O)(OC(C)=O)OC(C)=O.[Na+].